From a dataset of Full USPTO retrosynthesis dataset with 1.9M reactions from patents (1976-2016). Predict the reactants needed to synthesize the given product. Given the product [Cl:23][C:2]1[C:11]([OH:12])=[C:10]([O:14][CH3:15])[CH:9]=[C:8]2[C:3]=1[C:4](=[O:22])[C:5]([C:19]([OH:21])=[O:20])=[CH:6][N:7]2[CH:16]1[CH2:18][CH2:17]1, predict the reactants needed to synthesize it. The reactants are: N[C:2]1[C:11]([O:12]C)=[C:10]([O:14][CH3:15])[CH:9]=[C:8]2[C:3]=1[C:4](=[O:22])[C:5]([C:19]([OH:21])=[O:20])=[CH:6][N:7]2[CH:16]1[CH2:18][CH2:17]1.[ClH:23].N([O-])=O.[Na+].